This data is from Peptide-MHC class I binding affinity with 185,985 pairs from IEDB/IMGT. The task is: Regression. Given a peptide amino acid sequence and an MHC pseudo amino acid sequence, predict their binding affinity value. This is MHC class I binding data. (1) The peptide sequence is SPRPEMQEF. The binding affinity (normalized) is 0. The MHC is HLA-A33:01 with pseudo-sequence HLA-A33:01. (2) The peptide sequence is PFMSDMSS. The MHC is H-2-Kb with pseudo-sequence H-2-Kb. The binding affinity (normalized) is 0. (3) The peptide sequence is IVAPYLFWL. The MHC is HLA-A11:01 with pseudo-sequence HLA-A11:01. The binding affinity (normalized) is 0.213. (4) The peptide sequence is AIFQSSMTT. The MHC is HLA-A33:01 with pseudo-sequence HLA-A33:01. The binding affinity (normalized) is 0.149.